This data is from Forward reaction prediction with 1.9M reactions from USPTO patents (1976-2016). The task is: Predict the product of the given reaction. (1) Given the reactants F[C:2]1[CH:7]=[C:6]([F:8])[CH:5]=[CH:4][C:3]=1[C:9]1[N:14]=[CH:13][N:12]=[C:11]([NH:15][C:16]2[CH:21]=[CH:20][CH:19]=[C:18]([CH2:22][S:23]([CH3:26])(=[O:25])=[O:24])[CH:17]=2)[N:10]=1.[CH2:27]([OH:32])[CH2:28][CH2:29][CH2:30][CH3:31], predict the reaction product. The product is: [F:8][C:6]1[CH:5]=[CH:4][C:3]([C:9]2[N:14]=[CH:13][N:12]=[C:11]([NH:15][C:16]3[CH:21]=[CH:20][CH:19]=[C:18]([CH2:22][S:23]([CH3:26])(=[O:25])=[O:24])[CH:17]=3)[N:10]=2)=[C:2]([O:32][CH2:27][CH2:28][CH2:29][CH2:30][CH3:31])[CH:7]=1. (2) The product is: [CH3:7][C:6]1[C:2]([N:1]=[C:13]=[S:14])=[CH:3][S:4][CH:5]=1. Given the reactants [NH2:1][C:2]1[C:6]([CH3:7])=[CH:5][S:4][CH:3]=1.C1N=CN([C:13](N2C=NC=C2)=[S:14])C=1, predict the reaction product.